From a dataset of Retrosynthesis with 50K atom-mapped reactions and 10 reaction types from USPTO. Predict the reactants needed to synthesize the given product. (1) The reactants are: CC(C)N=C=O.O=C(OCc1ccccc1)N1CCNCC1. Given the product CC(C)NC(=O)N1CCN(C(=O)OCc2ccccc2)CC1, predict the reactants needed to synthesize it. (2) Given the product O=C(O)C1CCC(c2cc3cccnc3c(-c3cccc(F)c3)n2)CC1, predict the reactants needed to synthesize it. The reactants are: CCOC(=O)C1CCC(c2cc3cccnc3c(-c3cccc(F)c3)n2)CC1. (3) Given the product CN[C@H](Cc1ccc2ccccc2c1)C(=O)N(C)CCc1ccccc1OCCO, predict the reactants needed to synthesize it. The reactants are: CN(CCc1ccccc1OCCO)C(=O)[C@@H](Cc1ccc2ccccc2c1)N(C)C(=O)OC(C)(C)C. (4) Given the product CC(=O)c1ccccc1Oc1cnn(C(CC2CCCC2)C(=O)O)c(=O)c1, predict the reactants needed to synthesize it. The reactants are: COC(=O)C(CC1CCCC1)n1ncc(Oc2ccccc2C(C)=O)cc1=O. (5) Given the product COc1cccc(CN2Cc3cccc(Br)c3C2)c1, predict the reactants needed to synthesize it. The reactants are: Brc1cccc2c1CNC2.COc1cccc(CBr)c1. (6) Given the product O=C1OC[C@H](c2ccccc2)N1C(=O)[C@H]1CC[C@H](NS(=O)(=O)c2ccc(C(F)(F)F)cc2)CC1, predict the reactants needed to synthesize it. The reactants are: O=C(O)[C@H]1CC[C@H](NS(=O)(=O)c2ccc(C(F)(F)F)cc2)CC1.O=C1N[C@@H](c2ccccc2)CO1. (7) The reactants are: CN1CCC(c2c[nH]c3ccc(N)cc23)CC1.O=C(O)Cc1ccc(-c2ccncc2)c2ccccc12. Given the product CN1CCC(c2c[nH]c3ccc(NC(=O)Cc4ccc(-c5ccncc5)c5ccccc45)cc23)CC1, predict the reactants needed to synthesize it. (8) Given the product Cn1c(=O)c2[nH]c(NCCCCCO)nc2n(C)c1=O, predict the reactants needed to synthesize it. The reactants are: Cn1c(=O)c2[nH]c(Br)nc2n(C)c1=O.NCCCCCO.